Dataset: Forward reaction prediction with 1.9M reactions from USPTO patents (1976-2016). Task: Predict the product of the given reaction. Given the reactants [F:1][C:2]([F:10])([F:9])[C:3]#[C:4][C:5]([F:8])([F:7])[F:6].[CH3:11][C:12]1[O:13][CH:14]=[CH:15][CH:16]=1, predict the reaction product. The product is: [CH3:11][C:12]12[O:13][CH:14]([CH:15]=[CH:16]1)[C:3]([C:2]([F:10])([F:9])[F:1])=[C:4]2[C:5]([F:8])([F:7])[F:6].